Dataset: Peptide-MHC class I binding affinity with 185,985 pairs from IEDB/IMGT. Task: Regression. Given a peptide amino acid sequence and an MHC pseudo amino acid sequence, predict their binding affinity value. This is MHC class I binding data. (1) The binding affinity (normalized) is 0.551. The MHC is HLA-A02:06 with pseudo-sequence HLA-A02:06. The peptide sequence is VVPRYGVRL. (2) The peptide sequence is WTVNDIQKL. The MHC is HLA-A01:01 with pseudo-sequence HLA-A01:01. The binding affinity (normalized) is 0. (3) The peptide sequence is LLGLILFVL. The MHC is HLA-A02:06 with pseudo-sequence HLA-A02:06. The binding affinity (normalized) is 0.168. (4) The peptide sequence is AAAKTPVIV. The MHC is HLA-A02:02 with pseudo-sequence HLA-A02:02. The binding affinity (normalized) is 0.302.